From a dataset of Peptide-MHC class I binding affinity with 185,985 pairs from IEDB/IMGT. Regression. Given a peptide amino acid sequence and an MHC pseudo amino acid sequence, predict their binding affinity value. This is MHC class I binding data. (1) The peptide sequence is NQFPTAFEF. The MHC is Mamu-B52 with pseudo-sequence Mamu-B52. The binding affinity (normalized) is 0.571. (2) The peptide sequence is TRKIRSEEL. The MHC is HLA-B57:01 with pseudo-sequence HLA-B57:01. The binding affinity (normalized) is 0.0847. (3) The peptide sequence is YDFVLVGPC. The MHC is HLA-B44:03 with pseudo-sequence HLA-B44:03. The binding affinity (normalized) is 0.184. (4) The peptide sequence is KTKDYVNGL. The MHC is Patr-B1301 with pseudo-sequence Patr-B1301. The binding affinity (normalized) is 0.335. (5) The peptide sequence is STRHPSKLR. The MHC is HLA-A31:01 with pseudo-sequence HLA-A31:01. The binding affinity (normalized) is 0.790. (6) The peptide sequence is VIARTHTAL. The MHC is HLA-B15:09 with pseudo-sequence HLA-B15:09. The binding affinity (normalized) is 0.0847. (7) The peptide sequence is KVYEGVWKK. The MHC is HLA-A03:01 with pseudo-sequence HLA-A03:01. The binding affinity (normalized) is 0.736.